Dataset: Catalyst prediction with 721,799 reactions and 888 catalyst types from USPTO. Task: Predict which catalyst facilitates the given reaction. Reactant: [CH3:1][C@@H:2]1[N:7]2[C:8]3[C:17]4[C:12](=[CH:13][C:14](/[CH:18]=[CH:19]/[S:20]([CH3:23])(=[O:22])=[O:21])=[CH:15][CH:16]=4)[N:11]=[CH:10][C:9]=3[N:24]=[C:6]2[CH2:5][O:4][CH2:3]1. Product: [CH3:1][C@@H:2]1[N:7]2[C:8]3[C:17]4[C:12](=[CH:13][C:14]([CH2:18][CH2:19][S:20]([CH3:23])(=[O:21])=[O:22])=[CH:15][CH:16]=4)[N:11]=[CH:10][C:9]=3[N:24]=[C:6]2[CH2:5][O:4][CH2:3]1. The catalyst class is: 63.